Dataset: Forward reaction prediction with 1.9M reactions from USPTO patents (1976-2016). Task: Predict the product of the given reaction. (1) Given the reactants [OH:1][C@@H:2]1[CH2:6][C@H:5]([OH:7])[C@H:4]([CH2:8]/[CH:9]=[CH:10]\[CH2:11][CH2:12][CH2:13][C:14]([OH:16])=[O:15])[C@H:3]1[CH2:17][CH2:18][C@@H:19]([OH:28])[CH2:20][CH2:21][C:22]1[CH:27]=[CH:26][CH:25]=[CH:24][CH:23]=1.I[CH:30]([Br:32])[CH3:31].C1CCN2C(=NCCC2)CC1, predict the reaction product. The product is: [OH:1][C@@H:2]1[CH2:6][C@H:5]([OH:7])[C@H:4]([CH2:8]/[CH:9]=[CH:10]\[CH2:11][CH2:12][CH2:13][C:14]([O:16][CH:30]([Br:32])[CH3:31])=[O:15])[C@H:3]1[CH2:17][CH2:18][C@@H:19]([OH:28])[CH2:20][CH2:21][C:22]1[CH:23]=[CH:24][CH:25]=[CH:26][CH:27]=1. (2) The product is: [C:1]([O:5][C:6](=[O:7])[NH:8][C@H:9]([C@@H:25]1[CH2:29][C@@H:28]([CH3:30])[C:27](=[O:31])[O:26]1)[CH2:10][C:11]1[CH:16]=[CH:15][CH:14]=[C:13]([CH2:34][CH:33]=[CH2:32])[CH:12]=1)([CH3:3])([CH3:4])[CH3:2]. Given the reactants [C:1]([O:5][C:6]([NH:8][C@H:9]([C@@H:25]1[CH2:29][C@@H:28]([CH3:30])[C:27](=[O:31])[O:26]1)[CH2:10][C:11]1[CH:12]=[C:13](OS(C(F)(F)F)(=O)=O)[CH:14]=[CH:15][CH:16]=1)=[O:7])([CH3:4])([CH3:3])[CH3:2].[CH2:32]([Sn](CCCC)(CCCC)CCCC)[CH2:33][CH:34]=C.[Cl-].[Li+], predict the reaction product. (3) Given the reactants [N+:1]([C:4]1[CH:9]=[CH:8][C:7]([CH2:10][CH2:11][C:12]2[O:13][CH:14]=[C:15]([C:17]3[CH:26]=[CH:25][C:24]4[C:23]([CH3:28])([CH3:27])[CH2:22][CH2:21][C:20]([CH3:30])([CH3:29])[C:19]=4[CH:18]=3)[N:16]=2)=[CH:6][CH:5]=1)([O-])=O.O.C(=O)([O-])O, predict the reaction product. The product is: [CH3:27][C:23]1([CH3:28])[CH2:22][CH2:21][C:20]([CH3:29])([CH3:30])[C:19]2[CH:18]=[C:17]([C:15]3[N:16]=[C:12]([CH2:11][CH2:10][C:7]4[CH:6]=[CH:5][C:4]([NH2:1])=[CH:9][CH:8]=4)[O:13][CH:14]=3)[CH:26]=[CH:25][C:24]1=2. (4) The product is: [Br:7][C:6]1[C:2]2[N:1]=[CH:14][N:10]([CH2:11][CH2:12][F:13])[C:8](=[O:9])[C:3]=2[S:4][CH:5]=1. Given the reactants [NH2:1][C:2]1[C:6]([Br:7])=[CH:5][S:4][C:3]=1[C:8]([NH:10][CH2:11][CH2:12][F:13])=[O:9].[CH:14](OC)(OC)OC.Cl.O1CCOCC1.C(=O)(O)[O-].[Na+], predict the reaction product. (5) Given the reactants [C:1]([O:5][C:6]([N:8]([CH3:30])[CH2:9][CH2:10][N:11]([CH3:29])[C:12]([C:14]1[S:18][C:17](CNC(=O)OC(C)(C)C)=[CH:16][C:15]=1[CH3:28])=[O:13])=[O:7])([CH3:4])([CH3:3])[CH3:2].[CH2:31]([N:33](CC)CC)C.C(OC(OC(C)(C)C)=O)(OC(C)(C)C)=O, predict the reaction product. The product is: [CH3:30][N:8]([CH2:9][CH2:10][N:11]([CH3:29])[C:12]([C:14]1[S:18][C:17]([NH:33][CH3:31])=[CH:16][C:15]=1[CH3:28])=[O:13])[C:6](=[O:7])[O:5][C:1]([CH3:2])([CH3:3])[CH3:4].